This data is from Full USPTO retrosynthesis dataset with 1.9M reactions from patents (1976-2016). The task is: Predict the reactants needed to synthesize the given product. (1) Given the product [Cl:1][C:2]1[CH:7]=[CH:6][CH:5]=[CH:4][C:3]=1[C:8]1[N:12]([C:13]2[C:20]3[S:19][C:18]([NH:21][C:28](=[O:30])[CH3:29])=[N:17][C:16]=3[NH:15][N:14]=2)[CH:11]=[N:10][CH:9]=1, predict the reactants needed to synthesize it. The reactants are: [Cl:1][C:2]1[CH:7]=[CH:6][CH:5]=[CH:4][C:3]=1[C:8]1[N:12]([C:13]2[C:20]3[S:19][C:18]([NH2:21])=[N:17][C:16]=3[NH:15][N:14]=2)[CH:11]=[N:10][CH:9]=1.N1C=CC=CC=1.[C:28](Cl)(=[O:30])[CH3:29].CN(C)CCN. (2) Given the product [CH3:33][O:34][C:35](=[O:47])[CH2:36][CH2:37][C:38]([C:40]1[CH:41]=[CH:42][C:43]([C:21]2[CH:20]=[CH:19][C:18]([C:5]3[O:4][N:3]=[C:2]([CH3:1])[C:6]=3[CH:7]([OH:17])[CH2:8][CH2:9][CH2:10][C:11]3[CH:16]=[CH:15][CH:14]=[CH:13][CH:12]=3)=[CH:23][CH:22]=2)=[CH:44][CH:45]=1)=[O:39], predict the reactants needed to synthesize it. The reactants are: [CH3:1][C:2]1[C:6]([CH:7]([OH:17])[CH2:8][CH2:9][CH2:10][C:11]2[CH:16]=[CH:15][CH:14]=[CH:13][CH:12]=2)=[C:5]([C:18]2[CH:23]=[CH:22][C:21](B3OC(C)(C)C(C)(C)O3)=[CH:20][CH:19]=2)[O:4][N:3]=1.[CH3:33][O:34][C:35](=[O:47])[CH2:36][CH2:37][C:38]([C:40]1[CH:45]=[CH:44][C:43](Br)=[CH:42][CH:41]=1)=[O:39]. (3) Given the product [CH2:6]([NH:5][CH2:37][C:39]1[S:43][C:42]([B:44]([OH:46])[OH:45])=[CH:41][CH:40]=1)[CH2:7][CH2:8][CH2:9][CH2:10][CH3:12], predict the reactants needed to synthesize it. The reactants are: C(C(CC)C[NH:5][CH2:6][C:7]1S[C:10]([C:12]2C=[C:9]3[C:8](=[C:7]([C:6]([NH2:5])=O)C=2)NC=[C:10]3[CH:12]2CCN(S(CC)(=O)=O)CC2)=[CH:9][CH:8]=1)C.[CH:37]([C:39]1[S:43][C:42]([B:44]([OH:46])[OH:45])=[CH:41][CH:40]=1)=O.C(N)CCCCC.[BH3-]C#N.[Na+]. (4) Given the product [O:3]1[C:7]2[CH:8]=[CH:9][CH:10]=[CH:11][C:6]=2[NH:5][C:4]1=[C:12]([C:18]1[CH:19]=[C:20]([CH3:23])[N:21]=[C:16]([Cl:15])[N:17]=1)[C:13]#[N:14], predict the reactants needed to synthesize it. The reactants are: [H-].[Na+].[O:3]1[C:7]2[CH:8]=[CH:9][CH:10]=[CH:11][C:6]=2[N:5]=[C:4]1[CH2:12][C:13]#[N:14].[Cl:15][C:16]1[N:21]=[C:20](Cl)[CH:19]=[CH:18][N:17]=1.[CH2:23]1COCC1. (5) Given the product [F:1][C:2]1[CH:7]=[CH:6][C:5]([C:8]2([CH:27]=[O:28])[C:16]3[C:11](=[CH:12][C:13]([C:17]#[N:18])=[CH:14][CH:15]=3)[CH2:10][O:9]2)=[CH:4][CH:3]=1, predict the reactants needed to synthesize it. The reactants are: [F:1][C:2]1[CH:7]=[CH:6][C:5]([CH:8]2[C:16]3[C:11](=[CH:12][C:13]([C:17]#[N:18])=[CH:14][CH:15]=3)[CH2:10][O:9]2)=[CH:4][CH:3]=1.[Li+].CC([N-]C(C)C)C.[CH:27](OC)=[O:28]. (6) Given the product [F:20][C:21]1[CH:28]=[CH:27][C:24]([CH2:25][NH:26][C:2]2[N:3]=[C:4]([OH:19])[C:5]3[N:11]=[C:10]([C:12]4[CH:17]=[CH:16][C:15]([F:18])=[CH:14][CH:13]=4)[CH:9]=[CH:8][C:6]=3[N:7]=2)=[CH:23][CH:22]=1, predict the reactants needed to synthesize it. The reactants are: Cl[C:2]1[N:3]=[C:4]([OH:19])[C:5]2[N:11]=[C:10]([C:12]3[CH:17]=[CH:16][C:15]([F:18])=[CH:14][CH:13]=3)[CH:9]=[CH:8][C:6]=2[N:7]=1.[F:20][C:21]1[CH:28]=[CH:27][C:24]([CH2:25][NH2:26])=[CH:23][CH:22]=1.Cl.